From a dataset of Catalyst prediction with 721,799 reactions and 888 catalyst types from USPTO. Predict which catalyst facilitates the given reaction. (1) Reactant: [N:1]1[C:10]2[C:5](=[N:6][CH:7]=[CH:8][CH:9]=2)[CH:4]=[CH:3][C:2]=1[CH2:11][C:12]([C:14]1[CH:19]=[CH:18][CH:17]=[CH:16][N:15]=1)=O.C(O)(=O)C.C[N:25]([CH3:28])C=O.CC([N:32](C)C)=O.O.NN. Product: [N:15]1[CH:16]=[CH:17][CH:18]=[CH:19][C:14]=1[C:12]1[C:11]([C:2]2[CH:3]=[CH:4][C:5]3[C:10](=[CH:9][CH:8]=[CH:7][N:6]=3)[N:1]=2)=[CH:28][NH:25][N:32]=1. The catalyst class is: 3. (2) Product: [CH2:1]([N:5]([CH2:24][CH:25]([CH3:27])[CH3:26])[C:6]1[CH:11]=[CH:10][C:9]([C:12]2[CH:17]=[CH:16][CH:15]=[CH:14][C:13]=2[C:18]2[NH:22][N:21]=[N:20][N:19]=2)=[CH:8][C:7]=1[NH:23][C:28](=[O:39])[O:29][C:30]1[CH:31]=[CH:32][C:33]([N+:36]([O-:38])=[O:37])=[CH:34][CH:35]=1)[CH:2]([CH3:4])[CH3:3]. Reactant: [CH2:1]([N:5]([CH2:24][CH:25]([CH3:27])[CH3:26])[C:6]1[CH:11]=[CH:10][C:9]([C:12]2[CH:17]=[CH:16][CH:15]=[CH:14][C:13]=2[C:18]2[NH:22][N:21]=[N:20][N:19]=2)=[CH:8][C:7]=1[NH2:23])[CH:2]([CH3:4])[CH3:3].[C:28](Cl)(=[O:39])[O:29][C:30]1[CH:35]=[CH:34][C:33]([N+:36]([O-:38])=[O:37])=[CH:32][CH:31]=1. The catalyst class is: 2. (3) Reactant: ClC1C=CC=C(Cl)C=1C(Cl)=O.[Cl:12][C:13]1[CH:14]=[C:15]([CH:17]=[CH:18][C:19]=1[O:20][C:21]1[C:30]2[C:25](=[CH:26][C:27]([O:33][CH3:34])=[C:28]([O:31][CH3:32])[CH:29]=2)[N:24]=[CH:23][CH:22]=1)[NH2:16].[Cl:35][C:36]1[CH:41]=[CH:40][CH:39]=[C:38]([Cl:42])[C:37]=1[C:43]([N:45]=[C:46]=[S:47])=[O:44]. Product: [Cl:35][C:36]1[CH:41]=[CH:40][CH:39]=[C:38]([Cl:42])[C:37]=1[C:43]([N:45]=[C:46]=[S:47])=[O:44].[Cl:12][C:13]1[CH:14]=[C:15]([NH:16][C:46]([NH:45][C:43](=[O:44])[C:37]2[C:38]([Cl:42])=[CH:39][CH:40]=[CH:41][C:36]=2[Cl:35])=[S:47])[CH:17]=[CH:18][C:19]=1[O:20][C:21]1[C:30]2[C:25](=[CH:26][C:27]([O:33][CH3:34])=[C:28]([O:31][CH3:32])[CH:29]=2)[N:24]=[CH:23][CH:22]=1. The catalyst class is: 234. (4) Reactant: [C:1]([O:5][C:6](=[O:17])[NH:7][C@H:8]([C:10]1[CH:15]=[CH:14][C:13](Br)=[CH:12][CH:11]=1)[CH3:9])([CH3:4])([CH3:3])[CH3:2].[CH:18]([B-](F)(F)F)=[CH2:19].[K+].C(=O)([O-])[O-].[Na+].[Na+].CN(C)C=O. Product: [C:1]([O:5][C:6](=[O:17])[NH:7][C@H:8]([C:10]1[CH:15]=[CH:14][C:13]([CH:18]=[CH2:19])=[CH:12][CH:11]=1)[CH3:9])([CH3:4])([CH3:3])[CH3:2]. The catalyst class is: 6. (5) Reactant: [Cl:1][C:2]1[C:7]([C:8]#[N:9])=[CH:6][N:5]=[C:4]2[S:10][C:11]([CH:13]=O)=[CH:12][C:3]=12.[C:15]([CH:20]=P(C1C=CC=CC=1)(C1C=CC=CC=1)C1C=CC=CC=1)([O:17][CH2:18][CH3:19])=[O:16]. Product: [Cl:1][C:2]1[C:7]([C:8]#[N:9])=[CH:6][N:5]=[C:4]2[S:10][C:11](/[CH:13]=[CH:20]/[C:15]([O:17][CH2:18][CH3:19])=[O:16])=[CH:12][C:3]=12. The catalyst class is: 1. (6) Reactant: [Li]CCCC.Br[C:7]1[CH:12]=[CH:11][C:10]([CH3:13])=[CH:9][C:8]=1[Cl:14].CN([CH:18]=[O:19])C.Cl. Product: [Cl:14][C:8]1[CH:9]=[C:10]([CH3:13])[CH:11]=[CH:12][C:7]=1[CH:18]=[O:19]. The catalyst class is: 20.